The task is: Predict the reaction yield, written as a fraction of the theoretical maximum amount of product (1.0 means a 100% yield; for example, 0.34 means a 34% yield).. This data is from Reaction yield outcomes from USPTO patents with 853,638 reactions. (1) The reactants are [S:1]1[CH:5]=[CH:4][CH:3]=[C:2]1[C:6]1[C:7](=O)[NH:8][C:9]2[C:14]([N:15]=1)=[CH:13][CH:12]=[CH:11][CH:10]=2.O=P(Cl)(Cl)[Cl:19]. No catalyst specified. The product is [Cl:19][C:7]1[C:6]([C:2]2[S:1][CH:5]=[CH:4][CH:3]=2)=[N:15][C:14]2[C:9](=[CH:10][CH:11]=[CH:12][CH:13]=2)[N:8]=1. The yield is 0.740. (2) The reactants are [NH:1]1[C:9]2[C:4](=[CH:5][CH:6]=[CH:7][CH:8]=2)[CH2:3][C:2]1=[O:10].[Br:11]N1C(=O)CCC1=O. The catalyst is C(#N)C. The product is [Br:11][C:6]1[CH:5]=[C:4]2[C:9](=[CH:8][CH:7]=1)[NH:1][C:2](=[O:10])[CH2:3]2. The yield is 0.900. (3) The reactants are [F:1][C:2]([F:38])([F:37])[O:3][C:4]1[CH:9]=[CH:8][C:7]([O:10][C:11](=[O:36])[N:12]([CH2:34][CH3:35])[CH:13]2[CH2:22][CH2:21][C:20]3[C:15](=[CH:16][CH:17]=[C:18]([S:23][Si](C(C)C)(C(C)C)C(C)C)[CH:19]=3)[CH2:14]2)=[CH:6][CH:5]=1.Br[C:40]([CH3:49])([CH3:48])[C:41]([O:43][C:44]([CH3:47])([CH3:46])[CH3:45])=[O:42].CCCC[N+](CCCC)(CCCC)CCCC.[F-]. The catalyst is C1COCC1.O. The product is [C:44]([O:43][C:41](=[O:42])[C:40]([S:23][C:18]1[CH:17]=[CH:16][C:15]2[CH2:14][CH:13]([N:12]([CH2:34][CH3:35])[C:11]([O:10][C:7]3[CH:6]=[CH:5][C:4]([O:3][C:2]([F:38])([F:1])[F:37])=[CH:9][CH:8]=3)=[O:36])[CH2:22][CH2:21][C:20]=2[CH:19]=1)([CH3:49])[CH3:48])([CH3:47])([CH3:46])[CH3:45]. The yield is 0.900. (4) The product is [CH3:1][O:2][C:3]([C:5]1[S:9][C:8](=[N:10][C:21]([C:11]23[CH2:20][CH:15]4[CH2:14][CH:13]([CH2:19][CH:17]([CH2:16]4)[CH2:18]2)[CH2:12]3)=[O:22])[NH:7][CH:6]=1)=[O:4]. No catalyst specified. The yield is 0.490. The reactants are [CH3:1][O:2][C:3]([C:5]1[S:9][C:8]([NH2:10])=[N:7][CH:6]=1)=[O:4].[C:11]12([C:21](O)=[O:22])[CH2:20][CH:15]3[CH2:16][CH:17]([CH2:19][CH:13]([CH2:14]3)[CH2:12]1)[CH2:18]2. (5) The reactants are [Cl:1][C:2]1[C:3]([O:12][C:13]2[CH:18]=[C:17]([O:19][CH2:20][CH2:21][O:22][CH3:23])[CH:16]=[CH:15][C:14]=2/[CH:24]=[CH:25]/[CH2:26][OH:27])=[N:4][CH:5]=[C:6]([C:8]([F:11])([F:10])[F:9])[CH:7]=1.Cl[S:29]([N:32]=[C:33]=[O:34])(=[O:31])=[O:30].[CH2:35]([NH2:40])[CH2:36][CH2:37][CH2:38][CH3:39].Cl. The catalyst is C(#N)C.N1C=CC=CC=1. The product is [CH2:35]([NH:40][S:29]([NH:32][C:33](=[O:34])[O:27][CH2:26]/[CH:25]=[CH:24]/[C:14]1[CH:15]=[CH:16][C:17]([O:19][CH2:20][CH2:21][O:22][CH3:23])=[CH:18][C:13]=1[O:12][C:3]1[C:2]([Cl:1])=[CH:7][C:6]([C:8]([F:9])([F:11])[F:10])=[CH:5][N:4]=1)(=[O:31])=[O:30])[CH2:36][CH2:37][CH2:38][CH3:39]. The yield is 0.260.